This data is from Full USPTO retrosynthesis dataset with 1.9M reactions from patents (1976-2016). The task is: Predict the reactants needed to synthesize the given product. (1) Given the product [Cl:1][C:2]1[CH:3]=[CH:4][C:5]2[NH:11][C:10]3[CH:12]=[CH:13][CH:14]=[CH:15][C:9]=3[C:8]([CH:18]3[CH2:22][CH2:28][N:29]([CH3:30])[CH2:20][CH2:19]3)=[N:7][C:6]=2[CH:17]=1, predict the reactants needed to synthesize it. The reactants are: [Cl:1][C:2]1[CH:3]=[CH:4][C:5]2[NH:11][C:10]3[CH:12]=[CH:13][CH:14]=[CH:15][C:9]=3[C:8](Cl)=[N:7][C:6]=2[CH:17]=1.[CH2:18]1[CH2:22]O[CH2:20][CH2:19]1.[Cl-].[Mg+2].CC1C[CH2:30][NH:29][CH2:28]C1.[Cl-]. (2) Given the product [CH3:16][C:15]1[CH:14]=[C:13]([C:10]2[C:9]([CH3:19])=[N:8][N:7]([C:1]3[CH:6]=[CH:5][CH:4]=[CH:3][CH:2]=3)[C:11]=2[OH:12])[N:26]([C:20]2[CH:25]=[CH:24][CH:23]=[CH:22][CH:21]=2)[N:27]=1, predict the reactants needed to synthesize it. The reactants are: [C:1]1([N:7]2[C:11](=[O:12])[CH:10]([C:13](=O)[CH2:14][C:15](=O)[CH3:16])[C:9]([CH3:19])=[N:8]2)[CH:6]=[CH:5][CH:4]=[CH:3][CH:2]=1.[C:20]1([NH:26][NH2:27])[CH:25]=[CH:24][CH:23]=[CH:22][CH:21]=1. (3) The reactants are: [CH3:1][O:2][C:3]([C:5]1([CH3:15])[CH2:10][CH2:9][CH2:8][CH:7]([N:11]=[N+]=[N-])[CH:6]1[OH:14])=[O:4]. Given the product [CH3:1][O:2][C:3]([C:5]1([CH3:15])[CH2:10][CH2:9][CH2:8][CH:7]([NH2:11])[CH:6]1[OH:14])=[O:4], predict the reactants needed to synthesize it. (4) Given the product [OH:8][C:9]1[C:14]([CH3:15])=[CH:13][C:12]([C:16]2[NH:17][C:18](=[O:39])[C:19]3[C:20]([O:30][CH:31]([CH3:33])[CH3:32])=[CH:21][C:22]([O:26][CH:27]([CH3:28])[CH3:29])=[N:23][C:24]=3[CH:25]=2)=[CH:11][C:10]=1[CH3:35], predict the reactants needed to synthesize it. The reactants are: C([O:8][C:9]1[C:14]([CH3:15])=[CH:13][C:12]([C:16]2[CH:25]=[C:24]3[C:19]([C:20]([O:30][CH:31]([CH3:33])[CH3:32])=[CH:21][C:22]([O:26][CH:27]([CH3:29])[CH3:28])=[N:23]3)=[C:18](N)[N:17]=2)=[CH:11][C:10]=1[CH3:35])C1C=CC=CC=1.[H][H].C[OH:39].